Dataset: Peptide-MHC class II binding affinity with 134,281 pairs from IEDB. Task: Regression. Given a peptide amino acid sequence and an MHC pseudo amino acid sequence, predict their binding affinity value. This is MHC class II binding data. The peptide sequence is DLGCGRGGWCYYAAA. The MHC is DRB1_0301 with pseudo-sequence DRB1_0301. The binding affinity (normalized) is 0.351.